This data is from Full USPTO retrosynthesis dataset with 1.9M reactions from patents (1976-2016). The task is: Predict the reactants needed to synthesize the given product. (1) Given the product [NH:8]1[CH2:9][CH:10]([CH2:12][N:13]2[CH2:14][CH2:15][CH2:16][CH2:17][CH2:18]2)[CH2:11]1, predict the reactants needed to synthesize it. The reactants are: C(OC([N:8]1[CH2:11][CH:10]([CH2:12][N:13]2[CH2:18][CH2:17][CH2:16][CH2:15][CH2:14]2)[CH2:9]1)=O)(C)(C)C.C(O)(C(F)(F)F)=O.C(Cl)Cl.FC(F)(F)C(O)=O. (2) Given the product [F:46][C:2]1([F:1])[C:10]2[C:5](=[CH:6][CH:7]=[CH:8][CH:9]=2)[N:4]([CH2:11][CH2:12][CH2:13][N:14]2[CH2:15][CH2:16][C:17]3([N:21]([C:22]4[CH:23]=[CH:24][CH:25]=[CH:26][CH:27]=4)[CH2:20][N:19]([CH2:28][C:29]4[CH:30]=[C:31]([CH:39]=[CH:40][CH:41]=4)[C:32]([OH:34])=[O:33])[C:18]3=[O:42])[CH2:43][CH2:44]2)[C:3]1=[O:45], predict the reactants needed to synthesize it. The reactants are: [F:1][C:2]1([F:46])[C:10]2[C:5](=[CH:6][CH:7]=[CH:8][CH:9]=2)[N:4]([CH2:11][CH2:12][CH2:13][N:14]2[CH2:44][CH2:43][C:17]3([N:21]([C:22]4[CH:27]=[CH:26][CH:25]=[CH:24][CH:23]=4)[CH2:20][N:19]([CH2:28][C:29]4[CH:30]=[C:31]([CH:39]=[CH:40][CH:41]=4)[C:32]([O:34]C(C)(C)C)=[O:33])[C:18]3=[O:42])[CH2:16][CH2:15]2)[C:3]1=[O:45]. (3) Given the product [Br:12][CH2:29][CH2:28][CH2:27][CH2:26][CH2:25][O:9][C:8]1[CH:10]=[CH:11][C:3]([CH:2]=[O:1])=[CH:4][C:5]=1[O:6][CH3:7], predict the reactants needed to synthesize it. The reactants are: [O:1]=[CH:2][C:3]1[CH:11]=[CH:10][C:8]([OH:9])=[C:5]([O:6][CH3:7])[CH:4]=1.[Br:12]C(Br)(CC)CC.C(=O)([O-])[O-].[K+].[K+].[CH3:25][CH2:26][CH2:27][CH2:28][CH2:29]C. (4) Given the product [F:15][C:16]1[N:17]=[CH:18][C:19]([N:5]2[CH2:6][C@H:1]3[CH2:7][C@@H:4]2[CH2:3][N:2]3[C:8]([O:10][C:11]([CH3:14])([CH3:13])[CH3:12])=[O:9])=[CH:20][CH:21]=1, predict the reactants needed to synthesize it. The reactants are: [C@@H:1]12[CH2:7][C@@H:4]([NH:5][CH2:6]1)[CH2:3][N:2]2[C:8]([O:10][C:11]([CH3:14])([CH3:13])[CH3:12])=[O:9].[F:15][C:16]1[CH:21]=[CH:20][C:19](I)=[CH:18][N:17]=1.